Task: Predict the product of the given reaction.. Dataset: Forward reaction prediction with 1.9M reactions from USPTO patents (1976-2016) (1) Given the reactants [C:1]([C:3]1[C:4]([CH3:9])=[N:5][CH:6]=[CH:7][CH:8]=1)#[N:2].O.[Se](=O)=[O:12], predict the reaction product. The product is: [C:1]([C:3]1[C:4]([CH:9]=[O:12])=[N:5][CH:6]=[CH:7][CH:8]=1)#[N:2]. (2) Given the reactants [F:1][C:2]([F:14])([F:13])[C:3]1[CH:4]=[C:5]([NH:9][C:10]([NH2:12])=[S:11])[CH:6]=[CH:7][CH:8]=1.[C:15]([O:21][CH3:22])(=[O:20])[CH2:16][C:17]([CH3:19])=O.C[Si](OP([O-])([O-])=O)(C)C.Cl.[CH2:33]1[CH2:37]O[CH2:35][CH2:34]1, predict the reaction product. The product is: [CH3:22][O:21][C:15]([C:16]1[CH:35]([C:34]2[CH:2]=[CH:3][C:4]([C:5]#[N:9])=[CH:37][CH:33]=2)[NH:12][C:10](=[S:11])[N:9]([C:5]2[CH:6]=[CH:7][CH:8]=[C:3]([C:2]([F:1])([F:13])[F:14])[CH:4]=2)[C:17]=1[CH3:19])=[O:20].